From a dataset of Forward reaction prediction with 1.9M reactions from USPTO patents (1976-2016). Predict the product of the given reaction. Given the reactants [F:1][C:2]1[CH:7]=[C:6]([F:8])[CH:5]=[CH:4][C:3]=1[N:9]1[C:13]2[CH:14]=[CH:15][CH:16]=[CH:17][C:12]=2[NH:11][S:10]1(=[O:19])=[O:18].[Br:20][CH2:21]/[CH:22]=[CH:23]/[CH2:24]Br.C(=O)([O-])[O-].[Cs+].[Cs+], predict the reaction product. The product is: [Br:20][CH2:21]/[CH:22]=[CH:23]/[CH2:24][N:11]1[C:12]2[CH:17]=[CH:16][CH:15]=[CH:14][C:13]=2[N:9]([C:3]2[CH:4]=[CH:5][C:6]([F:8])=[CH:7][C:2]=2[F:1])[S:10]1(=[O:18])=[O:19].